Dataset: Experimentally validated miRNA-target interactions with 360,000+ pairs, plus equal number of negative samples. Task: Binary Classification. Given a miRNA mature sequence and a target amino acid sequence, predict their likelihood of interaction. (1) The miRNA is hsa-miR-3973 with sequence ACAAAGUACAGCAUUAGCCUUAG. The protein sequence of the target gene is MAAGTAAALAFLSQESRTRAGGVGGLRVPAPVTMDSFFFGCELSGHTRSFTFKVEEEDDAEHVLALTMLCLTEGAKDECNVVEVVARNHDHQEIAVPVANLKLSCQPMLSLDDFQLQPPVTFRLKSGSGPVRITGRHQIVTMSNDVSEEESEEEEEDSDEEEVELCPILPAKKQGGRP. Result: 1 (interaction). (2) The miRNA is hsa-miR-6129 with sequence UGAGGGAGUUGGGUGUAUA. The protein sequence of the target gene is MEELTIWEQHTATLSKDPRRGFGIAISGGRDRPGGSMVVSDVVPGGPAEGRLQTGDHIVMVNGVSMENATSAFAIQILKTCTKMANITVKRPRRIHLPATKASPSSPGRQDSDEDDGPQRVEEVDQGRGYDGDSSSGSGRSWDERSRRPRPGRRGRAGSHGRRSPGGGSEANGLALVSGFKRLPRQDVQMKPVKSVLVKRRDSEEFGVKLGSQIFIKHITDSGLAARHRGLQEGDLILQINGVSSQNLSLNDTRRLIEKSEGKLSLLVLRDRGQFLVNIPPAVSDSDSSPLEDISDLASE.... Result: 1 (interaction). (3) The miRNA is hsa-miR-146a-5p with sequence UGAGAACUGAAUUCCAUGGGUU. The protein sequence of the target gene is MAAAAARWNHVWVGTETGILKGVNLQRKQAANFTAGGQPRREEAVSALCWGTGGETQMLVGCADRTVKHFSTEDGIFQGQRHCPGGEGMFRGLAQADGTLITCVDSGILRVWHDKDKDTSSDPLLELRVGPGVCRMRQDPAHPHVVATGGKENALKIWDLQGSEEPVFRAKNVRNDWLDLRVPIWDQDIQFLPGSQKLVTCTGYHQVRVYDPASPQRRPVLETTYGEYPLTAMTLTPGGNSVIVGNTHGQLAEIDLRQGRLLGCLKGLAGSVRGLQCHPSKPLLASCGLDRVLRIHRIQN.... Result: 0 (no interaction). (4) The miRNA is hsa-miR-1225-5p with sequence GUGGGUACGGCCCAGUGGGGGG. The protein sequence of the target gene is MEEMSGESVVSSAVPAAATRTTSFKGTSPSSKYVKLNVGGALYYTTMQTLTKQDTMLKAMFSGRMEVLTDSEGWILIDRCGKHFGTILNYLRDGAVPLPESRREIEELLAEAKYYLVQGLVEECQAALQNKDTYEPFCKVPVITSSKEEQKLIATSNKPAVKLLYNRSNNKYSYTSNSDDNMLKNIELFDKLSLRFNGRVLFIKDVIGDEICCWSFYGQGRKIAEVCCTSIVYATEKKQTKVEFPEARIYEETLNILLYEAQDGRGPDNALLEATGGAAGRSHHLDEDEERERIERVRRI.... Result: 1 (interaction). (5) The miRNA is hsa-miR-3122 with sequence GUUGGGACAAGAGGACGGUCUU. The protein sequence of the target gene is MVQQAESSEAESNLPRDALDTEEGEFMACSPVALDESDPDWCKTASGHIKRPMNAFMVWSKIERRKIMEQSPDMHNAEISKRLGKRWKMLKDSEKIPFIREAERLRLKHMADYPDYKYRPRKKPKTDPAAKPSAGQSPDKSAAGAKAAKGPGKKCAKLKAPAGKAGAGKAAQPGDCAAGKAAKCVFLDDDDEDDDEDDELQLRPKPDADDDDDEPAHSHLLPPPTQQQPPQLLRRYSVAKVPASPTLSSAAESPEGASLYDEVRAGGRLYYSFKNITKQQPPPAPPALSPASSRCVSTSS.... Result: 0 (no interaction). (6) The protein sequence of the target gene is MNPASDGGTSESIFDLDYASWGIRSTLMVAGFVFYLGVFVVCHQLSSSLNATYRSLVAREKVFWDLAATRAVFGVQSTAAGLWALLGDPVLHADKARGQQNWCWFHITTATGFFCFENVAVHLSNLIFRTFDLFLVIHHLFAFLGFLGCLVNLQAGHYLAMTTLLLEMSTPFTCVSWMLLKAGWSESLFWKLNQWLMIHMFHCRMVLTYHMWWVCFWHWDGLVSSLYLPHLTLFLVGLALLTLIINPYWTHKKTQQLLNPVDWNFAQPEAKSRPEGNGQLLRKKRP. Result: 1 (interaction). The miRNA is hsa-miR-183-5p with sequence UAUGGCACUGGUAGAAUUCACU. (7) The miRNA is hsa-miR-450a-5p with sequence UUUUGCGAUGUGUUCCUAAUAU. The protein sequence of the target gene is MSRQLSRARPATVLGAMEMGRRMDAPTSAAVTRAFLERGHTEIDTAFLYSDGQSETILGGLGLRMGSSDCRVKIATKANPWIGNSLKPDSVRSQLETSLKRLQCPRVDLFYLHAPDHSAPVEETLRACHQLHQEGKFVELGLSNYAAWEVAEICTLCKSNGWILPTVYQGMYSATTRQVETELFPCLRHFGLRFYAYNPLAGGLLTGKYKYEDKDGKQPVGRFFGTQWAEIYRNHFWKEHHFEGIALVEKALQAAYGASAPSMTSAALRWMYHHSQLQGAHGDAVILGMSSLEQLEQNLA.... Result: 0 (no interaction). (8) The miRNA is hsa-miR-6891-3p with sequence CCCUCAUCUUCCCCUCCUUUC. The protein sequence of the target gene is MRRRRAGGRTMVERASKFVLVVAGSACFMLILYQYAGPGLSLGAPGGRVPPDDLDLFPTPDPHYEKKYYFPVRELERSLRFDMKGDDVIVFLHIQKTGGTTFGRHLVQNVRLEVPCDCRPGQKKCTCYRPNRRETWLFSRFSTGWSCGLHADWTELTNCVPGVLDRRDPAGLRSPRKFYYITLLRDPVSRYLSEWRHVQRGATWKTSLHMCDGRTPTPEELPPCYEGTDWSGCTLQEFMDCPYNLANNRQVRMLADLSLVGCYNLSFIPESKRAQLLLESAKKNLRGMAFFGLTEFQRKT.... Result: 0 (no interaction). (9) The miRNA is hsa-miR-144-3p with sequence UACAGUAUAGAUGAUGUACU. The protein sequence of the target gene is MPRRKQEQPKRLPSHVSRQEEAEGELSEGEHWYGNSSETPSEASYGEVQENYKLSLEDRIQEQSTSPDTSLGSTTPSSHTLELVALDSEVLRDSLQCQDHLSPGVSSLCDDDPGSNKPLSSNLRRLLEAGSLKLDAAATANGRVESPVNVGSNLSFSPPSHHAQQLSVLARKLAEKQEQNDQYTPSNRFIWNQGKWLPNSTTTCSLSPDSAILKLKAAANAVLQDKSLTRTEETMRFESFSSPFSSQSASSTLAALSKKVSERSLTPGQEHPPPASSFLSLASMTSSAALLKEVAARAAG.... Result: 1 (interaction).